Dataset: Catalyst prediction with 721,799 reactions and 888 catalyst types from USPTO. Task: Predict which catalyst facilitates the given reaction. (1) Product: [C:26]1([S:23]([N:18]2[C:19]3[C:15](=[C:14]([N:11]4[CH2:10][CH2:9][NH:8][CH2:13][CH2:12]4)[CH:22]=[CH:21][CH:20]=3)[C:16]([Br:32])=[CH:17]2)(=[O:25])=[O:24])[CH:27]=[CH:28][CH:29]=[CH:30][CH:31]=1. Reactant: C(OC([N:8]1[CH2:13][CH2:12][N:11]([C:14]2[CH:22]=[CH:21][CH:20]=[C:19]3[C:15]=2[C:16]([Br:32])=[CH:17][N:18]3[S:23]([C:26]2[CH:31]=[CH:30][CH:29]=[CH:28][CH:27]=2)(=[O:25])=[O:24])[CH2:10][CH2:9]1)=O)(C)(C)C.Cl. The catalyst class is: 8. (2) Reactant: [CH3:1][S:2](Cl)(=[O:4])=[O:3].[C:6]([O:10][C:11]([N:13]1[CH2:18][CH2:17][CH:16]([OH:19])[CH2:15][CH2:14]1)=[O:12])([CH3:9])([CH3:8])[CH3:7].C(N(CC)CC)C. Product: [C:6]([O:10][C:11]([N:13]1[CH2:18][CH2:17][CH:16]([O:19][S:2]([CH3:1])(=[O:4])=[O:3])[CH2:15][CH2:14]1)=[O:12])([CH3:9])([CH3:7])[CH3:8]. The catalyst class is: 4. (3) The catalyst class is: 18. Reactant: Cl[C:2]1[N:7]=[C:6]([O:8][C:9]2[C:18]3[C:13](=[CH:14][CH:15]=[CH:16][CH:17]=3)[C:12]([NH:19][C:20]([NH:22][C:23]3[N:27]([C:28]4[CH:33]=[CH:32][C:31]([CH3:34])=[CH:30][CH:29]=4)[N:26]=[C:25]([CH:35]([CH3:37])[CH3:36])[CH:24]=3)=[O:21])=[CH:11][CH:10]=2)[CH:5]=[CH:4][N:3]=1.[CH3:38][O:39][CH2:40][CH2:41][O:42][CH2:43][CH2:44][O:45][CH2:46][CH2:47][O:48][CH2:49][CH2:50][O:51][CH2:52][CH2:53][O:54][CH2:55][CH2:56][O:57][CH2:58][CH2:59][O:60][C:61]1[CH:62]=[C:63]([CH:65]=[C:66]([O:68][CH3:69])[CH:67]=1)[NH2:64]. Product: [CH3:38][O:39][CH2:40][CH2:41][O:42][CH2:43][CH2:44][O:45][CH2:46][CH2:47][O:48][CH2:49][CH2:50][O:51][CH2:52][CH2:53][O:54][CH2:55][CH2:56][O:57][CH2:58][CH2:59][O:60][C:61]1[CH:62]=[C:63]([NH:64][C:2]2[N:7]=[C:6]([O:8][C:9]3[C:18]4[C:13](=[CH:14][CH:15]=[CH:16][CH:17]=4)[C:12]([NH:19][C:20]([NH:22][C:23]4[N:27]([C:28]5[CH:33]=[CH:32][C:31]([CH3:34])=[CH:30][CH:29]=5)[N:26]=[C:25]([CH:35]([CH3:37])[CH3:36])[CH:24]=4)=[O:21])=[CH:11][CH:10]=3)[CH:5]=[CH:4][N:3]=2)[CH:65]=[C:66]([O:68][CH3:69])[CH:67]=1. (4) Reactant: [F:1][C:2]([F:19])([F:18])[C:3]1[CH:8]=[CH:7][C:6]([S:9]([N:12]2[CH2:17][CH2:16][NH:15][CH2:14][CH2:13]2)(=[O:11])=[O:10])=[CH:5][CH:4]=1.C1C=CC2N(O)N=NC=2C=1.O.CN(C(ON1N=NC2C=CC=CC1=2)=[N+](C)C)C.F[P-](F)(F)(F)(F)F.[CH3:55][C:56]1[N:61]=[C:60]([C:62](O)=[O:63])[CH:59]=[CH:58][CH:57]=1.CCN(C(C)C)C(C)C. Product: [CH3:55][C:56]1[N:61]=[C:60]([C:62]([N:15]2[CH2:16][CH2:17][N:12]([S:9]([C:6]3[CH:5]=[CH:4][C:3]([C:2]([F:1])([F:18])[F:19])=[CH:8][CH:7]=3)(=[O:10])=[O:11])[CH2:13][CH2:14]2)=[O:63])[CH:59]=[CH:58][CH:57]=1. The catalyst class is: 85. (5) Reactant: C([NH:4][C:5]1[CH:10]=[CH:9][CH:8]=[C:7]([C:11]([OH:13])=[O:12])[N:6]=1)(=O)C.Cl. Product: [NH2:4][C:5]1[CH:10]=[CH:9][CH:8]=[C:7]([C:11]([OH:13])=[O:12])[N:6]=1. The catalyst class is: 74. (6) Product: [CH3:1][C:2]1[CH:6]=[C:5]([CH3:7])[N:4]([C:8]2[C:9]([OH:11])=[N:19][C:20]3[N:21]([N:22]=[CH:23][C:24]=3[C:25]([O:27][CH3:28])=[O:26])[C:14]=2[OH:16])[N:3]=1. Reactant: [CH3:1][C:2]1[CH:6]=[C:5]([CH3:7])[N:4]([CH:8]([C:14]([O:16]CC)=O)[C:9]([O:11]CC)=O)[N:3]=1.[NH2:19][C:20]1[C:24]([C:25]([O:27][CH3:28])=[O:26])=[CH:23][NH:22][N:21]=1.C(N(CCCC)CCCC)CCC. The catalyst class is: 8.